Dataset: NCI-60 drug combinations with 297,098 pairs across 59 cell lines. Task: Regression. Given two drug SMILES strings and cell line genomic features, predict the synergy score measuring deviation from expected non-interaction effect. (1) Drug 1: COC1=C2C(=CC3=C1OC=C3)C=CC(=O)O2. Drug 2: C1C(C(OC1N2C=NC3=C2NC=NCC3O)CO)O. Cell line: TK-10. Synergy scores: CSS=-1.05, Synergy_ZIP=-0.376, Synergy_Bliss=-1.85, Synergy_Loewe=-2.57, Synergy_HSA=-2.62. (2) Cell line: PC-3. Synergy scores: CSS=23.1, Synergy_ZIP=-2.87, Synergy_Bliss=1.22, Synergy_Loewe=-13.7, Synergy_HSA=1.65. Drug 2: C1=NNC2=C1C(=O)NC=N2. Drug 1: C1=CC(=C2C(=C1NCCNCCO)C(=O)C3=C(C=CC(=C3C2=O)O)O)NCCNCCO.